Dataset: Forward reaction prediction with 1.9M reactions from USPTO patents (1976-2016). Task: Predict the product of the given reaction. (1) Given the reactants [F:1][C:2]([F:17])([F:16])[C:3]([C:5]1[CH:10]=[C:9]([C:11]([F:14])([F:13])[F:12])[CH:8]=[CH:7][C:6]=1Cl)=O.[C:18]([O:22][CH3:23])(=[O:21])[CH2:19][SH:20].C(=O)([O-])[O-].[K+].[K+].CN(C)C=O, predict the reaction product. The product is: [F:1][C:2]([F:17])([F:16])[C:3]1[C:5]2[CH:10]=[C:9]([C:11]([F:14])([F:13])[F:12])[CH:8]=[CH:7][C:6]=2[S:20][C:19]=1[C:18]([O:22][CH3:23])=[O:21]. (2) Given the reactants [OH:1][C:2]1[CH:14]=[CH:13][C:5]2[C:6]([CH2:9][C:10]([OH:12])=[O:11])=[CH:7][O:8][C:4]=2[CH:3]=1.[C:15]1([C@H:21]([NH2:23])[CH3:22])[CH:20]=[CH:19][CH:18]=[CH:17][CH:16]=1.CO.C(OC(C)C)(C)C, predict the reaction product. The product is: [C:15]1([C@H:21]([NH2:23])[CH3:22])[CH:20]=[CH:19][CH:18]=[CH:17][CH:16]=1.[OH:1][C:2]1[CH:14]=[CH:13][C:5]2[C@H:6]([CH2:9][C:10]([OH:12])=[O:11])[CH2:7][O:8][C:4]=2[CH:3]=1.